Dataset: Forward reaction prediction with 1.9M reactions from USPTO patents (1976-2016). Task: Predict the product of the given reaction. (1) Given the reactants Br[C:2]1[CH:3]=[CH:4][C:5]([O:8][CH3:9])=[N:6][CH:7]=1.[CH3:10][NH2:11], predict the reaction product. The product is: [CH3:9][O:8][C:5]1[N:6]=[CH:7][C:2]([NH:11][CH3:10])=[CH:3][CH:4]=1. (2) The product is: [Cl:14][C:11]1[C:12]([F:13])=[C:7]([CH:5]2[CH2:4][N:3]([CH:32]([CH3:34])[CH3:31])[CH2:6]2)[C:8]([O:28][CH2:29][CH3:30])=[C:9]([CH:15]([N:17]2[C:21]3=[N:22][CH:23]=[N:24][C:25]([NH2:26])=[C:20]3[C:19]([CH3:27])=[N:18]2)[CH3:16])[CH:10]=1. Given the reactants Cl.Cl.[NH:3]1[CH2:6][CH:5]([C:7]2[C:8]([O:28][CH2:29][CH3:30])=[C:9]([CH:15]([N:17]3[C:21]4=[N:22][CH:23]=[N:24][C:25]([NH2:26])=[C:20]4[C:19]([CH3:27])=[N:18]3)[CH3:16])[CH:10]=[C:11]([Cl:14])[C:12]=2[F:13])[CH2:4]1.[CH3:31][C:32]([CH3:34])=O.C(N(CC)CC)C.C(O[BH-](OC(=O)C)OC(=O)C)(=O)C.[Na+], predict the reaction product. (3) Given the reactants C1C=C(Cl)C=C(C(OO)=O)C=1.[Cl:12][C:13]1[CH:18]=[CH:17][CH:16]=[C:15]([Cl:19])[C:14]=1[N:20]1[CH:31]=[CH:30][C:23]2[N:24]=[C:25](SC)[N:26]=[CH:27][C:22]=2[C:21]1=[O:32].CCN(C(C)C)C(C)C.[NH2:42][C:43]1[CH:48]=[C:47]([F:49])[C:46]([N:50]2[CH2:55][CH2:54][N:53]([C:56]([O:58][C:59]([CH3:62])([CH3:61])[CH3:60])=[O:57])[CH2:52][CH2:51]2)=[C:45]([F:63])[CH:44]=1, predict the reaction product. The product is: [Cl:12][C:13]1[CH:18]=[CH:17][CH:16]=[C:15]([Cl:19])[C:14]=1[N:20]1[CH:31]=[CH:30][C:23]2[N:24]=[C:25]([NH:42][C:43]3[CH:48]=[C:47]([F:49])[C:46]([N:50]4[CH2:55][CH2:54][N:53]([C:56]([O:58][C:59]([CH3:61])([CH3:60])[CH3:62])=[O:57])[CH2:52][CH2:51]4)=[C:45]([F:63])[CH:44]=3)[N:26]=[CH:27][C:22]=2[C:21]1=[O:32].